This data is from NCI-60 drug combinations with 297,098 pairs across 59 cell lines. The task is: Regression. Given two drug SMILES strings and cell line genomic features, predict the synergy score measuring deviation from expected non-interaction effect. (1) Synergy scores: CSS=3.58, Synergy_ZIP=-0.511, Synergy_Bliss=5.89, Synergy_Loewe=2.70, Synergy_HSA=3.32. Drug 1: COC1=NC(=NC2=C1N=CN2C3C(C(C(O3)CO)O)O)N. Drug 2: C(CN)CNCCSP(=O)(O)O. Cell line: NCI-H460. (2) Synergy scores: CSS=11.6, Synergy_ZIP=-1.63, Synergy_Bliss=5.23, Synergy_Loewe=-5.90, Synergy_HSA=0.431. Drug 1: CC1=C(C(CCC1)(C)C)C=CC(=CC=CC(=CC(=O)O)C)C. Drug 2: C1C(C(OC1N2C=NC(=NC2=O)N)CO)O. Cell line: HCT116. (3) Drug 1: CC1C(C(=O)NC(C(=O)N2CCCC2C(=O)N(CC(=O)N(C(C(=O)O1)C(C)C)C)C)C(C)C)NC(=O)C3=C4C(=C(C=C3)C)OC5=C(C(=O)C(=C(C5=N4)C(=O)NC6C(OC(=O)C(N(C(=O)CN(C(=O)C7CCCN7C(=O)C(NC6=O)C(C)C)C)C)C(C)C)C)N)C. Drug 2: CC1C(C(CC(O1)OC2CC(CC3=C2C(=C4C(=C3O)C(=O)C5=CC=CC=C5C4=O)O)(C(=O)C)O)N)O. Cell line: RPMI-8226. Synergy scores: CSS=43.1, Synergy_ZIP=19.1, Synergy_Bliss=17.8, Synergy_Loewe=15.0, Synergy_HSA=17.6. (4) Drug 1: C1CCC(C1)C(CC#N)N2C=C(C=N2)C3=C4C=CNC4=NC=N3. Drug 2: CC(C)(C#N)C1=CC(=CC(=C1)CN2C=NC=N2)C(C)(C)C#N. Cell line: MCF7. Synergy scores: CSS=6.17, Synergy_ZIP=0.517, Synergy_Bliss=3.28, Synergy_Loewe=2.61, Synergy_HSA=2.63. (5) Drug 2: CC1C(C(CC(O1)OC2CC(CC3=C2C(=C4C(=C3O)C(=O)C5=CC=CC=C5C4=O)O)(C(=O)C)O)N)O. Cell line: COLO 205. Drug 1: C1=CC=C(C(=C1)C(C2=CC=C(C=C2)Cl)C(Cl)Cl)Cl. Synergy scores: CSS=67.3, Synergy_ZIP=1.42, Synergy_Bliss=3.24, Synergy_Loewe=-30.2, Synergy_HSA=6.24.